From a dataset of Catalyst prediction with 721,799 reactions and 888 catalyst types from USPTO. Predict which catalyst facilitates the given reaction. (1) Reactant: [Cl:1][C:2]1[CH:11]=[CH:10][C:9]2[C:4](=[CH:5][CH:6]=[C:7]([Cl:22])[C:8]=2[NH:12][C:13](=[O:21])[CH2:14][CH:15]2[CH2:20][CH2:19][CH2:18][CH2:17][CH2:16]2)[N:3]=1.C(=O)([O-])[O-].[K+].[K+].[NH:29]1[CH2:34][CH2:33][NH:32][CH2:31][CH2:30]1.O. Product: [ClH:1].[ClH:1].[Cl:22][C:7]1[C:8]([NH:12][C:13](=[O:21])[CH2:14][CH:15]2[CH2:20][CH2:19][CH2:18][CH2:17][CH2:16]2)=[C:9]2[C:4](=[CH:5][CH:6]=1)[N:3]=[C:2]([N:29]1[CH2:34][CH2:33][NH:32][CH2:31][CH2:30]1)[CH:11]=[CH:10]2. The catalyst class is: 60. (2) Reactant: [CH3:1][O:2][C:3]1[C:4]([C:16]#[N:17])=[N:5][N:6](COCC[Si](C)(C)C)[CH:7]=1. Product: [CH3:1][O:2][C:3]1[C:4]([C:16]#[N:17])=[N:5][NH:6][CH:7]=1. The catalyst class is: 55. (3) Reactant: C([O:8][C:9]1[C:10]([F:29])=[C:11]([F:28])[CH:12]=[C:13]2[C:18]=1[N:17]([CH:19]1[CH2:21][CH2:20]1)[CH:16]=[C:15]([C:22]([O:24][CH2:25][CH3:26])=[O:23])[C:14]2=[O:27])C1C=CC=CC=1.CCO. Product: [CH:19]1([N:17]2[C:18]3[C:13](=[CH:12][C:11]([F:28])=[C:10]([F:29])[C:9]=3[OH:8])[C:14](=[O:27])[C:15]([C:22]([O:24][CH2:25][CH3:26])=[O:23])=[CH:16]2)[CH2:20][CH2:21]1. The catalyst class is: 123. (4) Reactant: Br[C:2]1[CH:7]=[CH:6][C:5]([F:8])=[C:4]([F:9])[CH:3]=1.C([Mg]Cl)(C)C.CON(C)[C:18]([CH:20]1[CH2:25][CH2:24][O:23][CH2:22][CH2:21]1)=[O:19].CN1CCC(=C2C3C(=CC=CC=3)C=CC3C2=CC=CC=3)CC1. Product: [F:9][C:4]1[CH:3]=[C:2]([CH:7]=[CH:6][C:5]=1[F:8])[C:18]([CH:20]1[CH2:25][CH2:24][O:23][CH2:22][CH2:21]1)=[O:19]. The catalyst class is: 1.